Dataset: Peptide-MHC class I binding affinity with 185,985 pairs from IEDB/IMGT. Task: Regression. Given a peptide amino acid sequence and an MHC pseudo amino acid sequence, predict their binding affinity value. This is MHC class I binding data. (1) The peptide sequence is SLYSILSPFL. The MHC is Patr-A0701 with pseudo-sequence Patr-A0701. The binding affinity (normalized) is 0.647. (2) The peptide sequence is VMTDGPANK. The MHC is HLA-A80:01 with pseudo-sequence HLA-A80:01. The binding affinity (normalized) is 0.0847. (3) The peptide sequence is AYYRGLDVSV. The MHC is Patr-A0901 with pseudo-sequence Patr-A0901. The binding affinity (normalized) is 1.00.